The task is: Predict the product of the given reaction.. This data is from Forward reaction prediction with 1.9M reactions from USPTO patents (1976-2016). Given the reactants [NH2:1][C:2]1[CH:6]=[C:5]([C:7]2[CH:12]=[CH:11][N:10]=[CH:9][CH:8]=2)[S:4][C:3]=1[C:13]([NH2:15])=[O:14].[S:16]1[CH2:21][CH2:20][C:19](=O)[CH2:18][CH2:17]1.O.C1(C)C=CC(S(O)(=O)=O)=CC=1.C([O-])(O)=O.[Na+], predict the reaction product. The product is: [N:10]1[CH:9]=[CH:8][C:7]([C:5]2[S:4][C:3]3[C:13](=[O:14])[NH:15][C:19]4([CH2:20][CH2:21][S:16][CH2:17][CH2:18]4)[NH:1][C:2]=3[CH:6]=2)=[CH:12][CH:11]=1.